This data is from Catalyst prediction with 721,799 reactions and 888 catalyst types from USPTO. The task is: Predict which catalyst facilitates the given reaction. (1) Reactant: [F:1][C:2]1[CH:3]=[CH:4][C:5]([OH:11])=[C:6]([C:8](=O)[CH3:9])[CH:7]=1.Br[CH2:13][C:14]([O:16][CH3:17])=[O:15].C(=O)([O-])[O-].[K+].[K+]. Product: [F:1][C:2]1[CH:3]=[CH:4][C:5]2[O:11][C:13]([C:14]([O:16][CH3:17])=[O:15])=[C:8]([CH3:9])[C:6]=2[CH:7]=1. The catalyst class is: 9. (2) Reactant: F[C:2]1[CH:3]=[C:4]([N+:8]([O-:10])=[O:9])[CH:5]=[CH:6][CH:7]=1.[NH:11]1[CH2:16][CH2:15][CH2:14][CH2:13][CH2:12]1. Product: [N+:8]([C:4]1[CH:3]=[C:2]([N:11]2[CH2:16][CH2:15][CH2:14][CH2:13][CH2:12]2)[CH:7]=[CH:6][CH:5]=1)([O-:10])=[O:9]. The catalyst class is: 6.